This data is from Forward reaction prediction with 1.9M reactions from USPTO patents (1976-2016). The task is: Predict the product of the given reaction. (1) Given the reactants Br[C:2]1[S:6][C:5]([C:7]2[CH:8]=[CH:9][C:10]([CH2:15][CH:16]([CH3:18])[CH3:17])=[C:11]([CH:14]=2)[C:12]#[N:13])=[N:4][CH:3]=1.[CH2:19]([C:21]1[C:28](B2OC(C)(C)C(C)(C)O2)=[CH:27][CH:26]=[CH:25][C:22]=1[CH:23]=[O:24])[CH3:20].C([O-])([O-])=O.[Cs+].[Cs+], predict the reaction product. The product is: [CH2:19]([C:21]1[C:22]([CH:23]=[O:24])=[CH:25][CH:26]=[CH:27][C:28]=1[C:2]1[S:6][C:5]([C:7]2[CH:8]=[CH:9][C:10]([CH2:15][CH:16]([CH3:18])[CH3:17])=[C:11]([CH:14]=2)[C:12]#[N:13])=[N:4][CH:3]=1)[CH3:20]. (2) The product is: [CH:22]([N:21]1[C:15]2[NH:14][C:13]3[N:12]([CH2:11][CH2:10][CH2:9][N:5]=3)[C:17](=[O:18])[C:16]=2[CH:19]=[N:20]1)([CH3:23])[CH3:24]. Given the reactants CC([N:5]([CH2:9][CH2:10][CH2:11][N:12]1[C:17](=[O:18])[C:16]2[CH:19]=[N:20][N:21]([CH:22]([CH3:24])[CH3:23])[C:15]=2[N:14]=[C:13]1Cl)C(=O)[O-])(C)C.C(O)(C(F)(F)F)=O, predict the reaction product. (3) Given the reactants [O:1]1[C:7]2[CH:8]=[C:9]([C:12]([O:14][CH3:15])=[O:13])[CH:10]=[CH:11][C:6]=2[CH2:5][NH:4][CH2:3][CH2:2]1.Br[C:17]1[CH:18]=[N:19][CH:20]=[CH:21][CH:22]=1.C1C=CC(P(C2C(C3C(P(C4C=CC=CC=4)C4C=CC=CC=4)=CC=C4C=3C=CC=C4)=C3C(C=CC=C3)=CC=2)C2C=CC=CC=2)=CC=1.C([O-])([O-])=O.[Cs+].[Cs+], predict the reaction product. The product is: [N:19]1[CH:20]=[CH:21][CH:22]=[C:17]([N:4]2[CH2:5][C:6]3[CH:11]=[CH:10][C:9]([C:12]([O:14][CH3:15])=[O:13])=[CH:8][C:7]=3[O:1][CH2:2][CH2:3]2)[CH:18]=1. (4) Given the reactants [F:1][C:2]1[CH:7]=[CH:6][C:5]([NH:8][S:9]([C:12]2[CH:17]=[CH:16][CH:15]=[CH:14][CH:13]=2)(=[O:11])=[O:10])=[CH:4][C:3]=1[N+:18]([O-:20])=[O:19].[H-].[Na+].[CH3:23]I, predict the reaction product. The product is: [F:1][C:2]1[CH:7]=[CH:6][C:5]([N:8]([CH3:23])[S:9]([C:12]2[CH:17]=[CH:16][CH:15]=[CH:14][CH:13]=2)(=[O:10])=[O:11])=[CH:4][C:3]=1[N+:18]([O-:20])=[O:19]. (5) Given the reactants [Br:1][C:2]1[CH:3]=[C:4]2[C:10]([C:11]#[C:12][CH2:13]N(C)C)=[N:9][NH:8][C:5]2=[N:6][CH:7]=1.[CH3:17]O, predict the reaction product. The product is: [Br:1][C:2]1[CH:3]=[C:4]2[C:10]([CH2:11][CH2:12][CH2:13][CH3:17])=[N:9][NH:8][C:5]2=[N:6][CH:7]=1. (6) Given the reactants [CH3:1][O:2][C:3]([C:5]1[C:9]([NH2:10])=[CH:8][NH:7][N:6]=1)=[O:4].C(N(CC)CC)C.[Cl:18][C:19]1[CH:27]=[CH:26][CH:25]=[C:24]([Cl:28])[C:20]=1[C:21](Cl)=[O:22], predict the reaction product. The product is: [CH3:1][O:2][C:3]([C:5]1[C:9]([NH:10][C:21](=[O:22])[C:20]2[C:19]([Cl:18])=[CH:27][CH:26]=[CH:25][C:24]=2[Cl:28])=[CH:8][NH:7][N:6]=1)=[O:4].